The task is: Predict the reactants needed to synthesize the given product.. This data is from Full USPTO retrosynthesis dataset with 1.9M reactions from patents (1976-2016). (1) The reactants are: O[C:2]1[N:10]=[C:9]([S:11][CH2:12][C:13]2[CH:18]=[CH:17][C:16]([O:19][CH3:20])=[C:15]([N+:21]([O-:23])=[O:22])[CH:14]=2)[N:8]=[C:7]2[C:3]=1[N:4]=[CH:5][NH:6]2.P(Cl)(Cl)([Cl:26])=O.CN(C)C1C=CC=CC=1. Given the product [Cl:26][C:2]1[N:10]=[C:9]([S:11][CH2:12][C:13]2[CH:18]=[CH:17][C:16]([O:19][CH3:20])=[C:15]([N+:21]([O-:23])=[O:22])[CH:14]=2)[N:8]=[C:7]2[C:3]=1[N:4]=[CH:5][NH:6]2, predict the reactants needed to synthesize it. (2) Given the product [NH2:8][C:9]1([C:15]([O:17][CH3:18])=[O:16])[CH2:10][CH2:11][O:12][CH2:13][CH2:14]1, predict the reactants needed to synthesize it. The reactants are: CC(OC([NH:8][C:9]1([C:15]([O:17][CH3:18])=[O:16])[CH2:14][CH2:13][O:12][CH2:11][CH2:10]1)=O)(C)C.C(O)(C(F)(F)F)=O.